From a dataset of Cav3 T-type calcium channel HTS with 100,875 compounds. Binary Classification. Given a drug SMILES string, predict its activity (active/inactive) in a high-throughput screening assay against a specified biological target. The drug is Clc1ccc(Oc2nc(ncc2OC)c2ncccc2)cc1. The result is 0 (inactive).